Task: Predict the reaction yield, written as a fraction of the theoretical maximum amount of product (1.0 means a 100% yield; for example, 0.34 means a 34% yield).. Dataset: Reaction yield outcomes from USPTO patents with 853,638 reactions (1) The reactants are [Br:1][C:2]1[C:11]([OH:12])=[C:10]2[C:5]([CH:6]=[CH:7][C:8]([CH3:13])=[N:9]2)=[CH:4][CH:3]=1.N1C=CN=C1.[C:19]([Si:23](Cl)([CH3:25])[CH3:24])([CH3:22])([CH3:21])[CH3:20]. The catalyst is [NH4+].[Cl-].C(Cl)Cl. The product is [Br:1][C:2]1[C:11]([O:12][Si:23]([C:19]([CH3:22])([CH3:21])[CH3:20])([CH3:25])[CH3:24])=[C:10]2[C:5]([CH:6]=[CH:7][C:8]([CH3:13])=[N:9]2)=[CH:4][CH:3]=1. The yield is 0.760. (2) The reactants are S(=O)(=O)(O)O.[O:6]=[C:7]1[CH2:12][CH2:11][C@@H:10]([C:13]([OH:15])=[O:14])[C@H:9]([C:16]2[CH:21]=[CH:20][CH:19]=[CH:18][CH:17]=2)[CH2:8]1.[CH3:22][CH2:23]O. No catalyst specified. The product is [O:6]=[C:7]1[CH2:12][CH2:11][C@@H:10]([C:13]([O:15][CH2:22][CH3:23])=[O:14])[C@H:9]([C:16]2[CH:17]=[CH:18][CH:19]=[CH:20][CH:21]=2)[CH2:8]1. The yield is 0.310. (3) The reactants are S(Cl)(Cl)=O.[Br:5][C:6]1[CH:7]=[CH:8][C:9]([CH2:12]O)=[N:10][CH:11]=1.[NH:14]1[CH2:19][CH2:18][O:17][CH2:16][CH2:15]1. The catalyst is C(Cl)Cl.C(Cl)(Cl)Cl. The product is [Br:5][C:6]1[CH:7]=[CH:8][C:9]([CH2:12][N:14]2[CH2:19][CH2:18][O:17][CH2:16][CH2:15]2)=[N:10][CH:11]=1. The yield is 0.850. (4) The reactants are C1([O:7][C:8]2C=CC=CC=2)C=CC=CC=1.[N:14](CCCC)(CCCC)CCCC.[C:27]1([C:33]2[O:37][C:36](/[CH:38]=[CH:39]/C(N=[N+]=[N-])=O)=[CH:35][CH:34]=2)[CH:32]=[CH:31][CH:30]=[CH:29][CH:28]=1. The catalyst is C(Cl)Cl. The product is [C:27]1([C:33]2[O:37][C:36]3[CH:38]=[CH:39][NH:14][C:8](=[O:7])[C:35]=3[CH:34]=2)[CH:28]=[CH:29][CH:30]=[CH:31][CH:32]=1. The yield is 0.645. (5) The reactants are [Cl:1][C:2]1[CH:34]=[CH:33][C:5]([CH2:6][N:7]2[C:15]3[C:10](=[CH:11][C:12]([N+:16]([O-])=O)=[CH:13][CH:14]=3)[C:9]([C:19](=[O:31])[C:20]([NH:22][C:23]3[CH:28]=[CH:27][N:26]=[C:25]([O:29][CH3:30])[CH:24]=3)=[O:21])=[C:8]2[CH3:32])=[CH:4][CH:3]=1. The catalyst is O1CCCC1.[Cl-].[NH4+].[Fe]. The product is [NH2:16][C:12]1[CH:11]=[C:10]2[C:15](=[CH:14][CH:13]=1)[N:7]([CH2:6][C:5]1[CH:4]=[CH:3][C:2]([Cl:1])=[CH:34][CH:33]=1)[C:8]([CH3:32])=[C:9]2[C:19](=[O:31])[C:20]([NH:22][C:23]1[CH:28]=[CH:27][N:26]=[C:25]([O:29][CH3:30])[CH:24]=1)=[O:21]. The yield is 0.490. (6) The reactants are [C:1]1([CH2:7][C:8]([O:10][CH2:11][CH2:12][CH:13]2[CH2:18][CH2:17][NH:16][CH2:15][CH2:14]2)=O)[CH:6]=[CH:5][CH:4]=[CH:3][CH:2]=1.[SiH](CC)(CC)CC. The catalyst is C1(C)C=CC=CC=1. The product is [C:1]1([CH2:7][CH2:8][O:10][CH2:11][CH2:12][CH:13]2[CH2:18][CH2:17][NH:16][CH2:15][CH2:14]2)[CH:2]=[CH:3][CH:4]=[CH:5][CH:6]=1. The yield is 0.420. (7) The reactants are C(OC(=O)CCC[O:8][C:9]1[CH:14]=[CH:13][CH:12]=[C:11]([CH2:15][CH2:16][CH2:17][CH2:18][CH2:19][CH2:20][O:21][C:22]2[CH:27]=[C:26](I)[CH:25]=[C:24]([C:29]3[CH:37]=[CH:36][C:32]4[O:33][CH2:34][O:35][C:31]=4[CH:30]=3)[CH:23]=2)[C:10]=1[CH2:38][CH2:39][C:40]([O:42][CH2:43][CH3:44])=[O:41])C.[N:46]1[CH:51]=[CH:50][C:49](B(O)O)=[CH:48][CH:47]=1. No catalyst specified. The product is [CH2:43]([O:42][C:40](=[O:41])[CH:39]([O:8][C:9]1[CH:14]=[CH:13][CH:12]=[C:11]([CH2:15][CH2:16][CH2:17][CH2:18][CH2:19][CH2:20][O:21][C:22]2[CH:27]=[C:26]([C:49]3[CH:50]=[CH:51][N:46]=[CH:47][CH:48]=3)[CH:25]=[C:24]([C:29]3[CH:37]=[CH:36][C:32]4[O:33][CH2:34][O:35][C:31]=4[CH:30]=3)[CH:23]=2)[C:10]=1[CH2:38][CH2:39][C:40]([O:42][CH2:43][CH3:44])=[O:41])[CH2:38][CH3:10])[CH3:44]. The yield is 0.630. (8) The reactants are Cl[C:2]1[C:11]2[C:6](=[CH:7][C:8]([O:14][CH2:15][CH2:16][CH2:17][N:18]3[CH2:23][CH2:22][N:21]([CH3:24])[CH2:20][CH2:19]3)=[C:9]([O:12][CH3:13])[CH:10]=2)[N:5]=[CH:4][N:3]=1.[F:25][C:26]1[C:34]([OH:35])=[CH:33][CH:32]=[C:31]2[C:27]=1[CH:28]=[C:29]([CH3:36])[NH:30]2. No catalyst specified. The product is [F:25][C:26]1[C:34]([O:35][C:2]2[C:11]3[C:6](=[CH:7][C:8]([O:14][CH2:15][CH2:16][CH2:17][N:18]4[CH2:23][CH2:22][N:21]([CH3:24])[CH2:20][CH2:19]4)=[C:9]([O:12][CH3:13])[CH:10]=3)[N:5]=[CH:4][N:3]=2)=[CH:33][CH:32]=[C:31]2[C:27]=1[CH:28]=[C:29]([CH3:36])[NH:30]2. The yield is 0.700. (9) The reactants are [Cl:1][C:2]1[CH:7]=[CH:6][C:5]([C:8]2(O)[C:12]3[C:13]([CH3:33])=[C:14]([N:19]4[CH2:24][CH2:23][N:22]([C:25]5[CH:30]=[CH:29][C:28]([O:31][CH3:32])=[CH:27][CH:26]=5)[CH2:21][CH2:20]4)[C:15]([CH3:18])=[C:16]([CH3:17])[C:11]=3[O:10][C:9]2([CH3:35])[CH3:34])=[CH:4][CH:3]=1. The catalyst is C(O)C. The product is [Cl:1][C:2]1[CH:7]=[CH:6][C:5]([CH:8]2[C:12]3[C:13]([CH3:33])=[C:14]([N:19]4[CH2:24][CH2:23][N:22]([C:25]5[CH:26]=[CH:27][C:28]([O:31][CH3:32])=[CH:29][CH:30]=5)[CH2:21][CH2:20]4)[C:15]([CH3:18])=[C:16]([CH3:17])[C:11]=3[O:10][C:9]2([CH3:35])[CH3:34])=[CH:4][CH:3]=1. The yield is 0.620.